Predict the reaction yield, written as a fraction of the theoretical maximum amount of product (1.0 means a 100% yield; for example, 0.34 means a 34% yield). From a dataset of Reaction yield outcomes from USPTO patents with 853,638 reactions. (1) The reactants are [OH:1][C@@H:2]1[CH2:7][CH2:6][CH2:5][N:4]([C:8]([O:10][C:11]([CH3:14])([CH3:13])[CH3:12])=[O:9])[C@H:3]1[CH3:15].[H-].[Na+].Cl[C:19]1[N:24]=[CH:23][C:22]([C:25]([F:28])([F:27])[F:26])=[CH:21][N:20]=1. The catalyst is C1COCC1.O. The product is [CH3:15][C@H:3]1[C@H:2]([O:1][C:19]2[N:24]=[CH:23][C:22]([C:25]([F:28])([F:27])[F:26])=[CH:21][N:20]=2)[CH2:7][CH2:6][CH2:5][N:4]1[C:8]([O:10][C:11]([CH3:14])([CH3:13])[CH3:12])=[O:9]. The yield is 0.720. (2) The reactants are C([O:3][CH:4](OCC)[CH:5]=[CH2:6])C.CC1C=CC=CC=1P(C1C=CC=CC=1C)C1C=CC=CC=1C.C([O-])(=O)C.[Na+].Br[C:38]1[CH:39]=[C:40]([C:44]2[C:53]3[C:48](=[CH:49][C:50]([Cl:55])=[C:51]([CH3:54])[CH:52]=3)[O:47][C:46](=[O:56])[C:45]=2[CH2:57][C:58]([NH:60][C:61]2[CH:66]=[CH:65][C:64]([F:67])=[CH:63][C:62]=2[C:68]([F:71])([F:70])[F:69])=[O:59])[CH:41]=[CH:42][CH:43]=1.Cl. The catalyst is CN(C=O)C.C1COCC1.C([O-])(=O)C.[Pd+2].C([O-])(=O)C. The product is [Cl:55][C:50]1[CH:49]=[C:48]2[C:53]([C:44]([C:40]3[CH:41]=[CH:42][CH:43]=[C:38](/[CH:6]=[CH:5]/[CH:4]=[O:3])[CH:39]=3)=[C:45]([CH2:57][C:58]([NH:60][C:61]3[CH:66]=[CH:65][C:64]([F:67])=[CH:63][C:62]=3[C:68]([F:71])([F:69])[F:70])=[O:59])[C:46](=[O:56])[O:47]2)=[CH:52][C:51]=1[CH3:54]. The yield is 0.250. (3) The reactants are C([O:5][C:6](=[O:38])[CH2:7][O:8][C:9]1[C:14]2[CH2:15][CH2:16][CH2:17][CH2:18][CH:19]([N:20]([CH3:37])[S:21]([C:24]3[CH:25]=[C:26]([C:30]4[CH:35]=[CH:34][C:33]([CH3:36])=[CH:32][CH:31]=4)[CH:27]=[CH:28][CH:29]=3)(=[O:23])=[O:22])[C:13]=2[CH:12]=[CH:11][CH:10]=1)(C)(C)C.[OH-].[Na+]. No catalyst specified. The product is [CH3:37][N:20]([S:21]([C:24]1[CH:25]=[C:26]([C:30]2[CH:31]=[CH:32][C:33]([CH3:36])=[CH:34][CH:35]=2)[CH:27]=[CH:28][CH:29]=1)(=[O:22])=[O:23])[CH:19]1[C:13]2[CH:12]=[CH:11][CH:10]=[C:9]([O:8][CH2:7][C:6]([OH:38])=[O:5])[C:14]=2[CH2:15][CH2:16][CH2:17][CH2:18]1. The yield is 0.340. (4) The reactants are [CH3:1][CH:2]([O:9][CH2:10][CH2:11][CH2:12][CH2:13][CH:14]1OCC[O:15]1)[CH2:3][CH2:4][CH2:5][CH:6]([CH3:8])[CH3:7].C(O)(=O)C.O1CCCC1.C(=O)([O-])[O-].[Na+].[Na+]. The catalyst is O. The product is [CH3:1][CH:2]([O:9][CH2:10][CH2:11][CH2:12][CH2:13][CH:14]=[O:15])[CH2:3][CH2:4][CH2:5][CH:6]([CH3:7])[CH3:8]. The yield is 0.260. (5) The reactants are CC(OC(/N=N/C(OC(C)C)=O)=O)C.[C:15]1([N:25]2[C:29](=[S:30])[N:28]=[N:27][NH:26]2)[C:24]2[C:19](=[CH:20][CH:21]=[CH:22][CH:23]=2)[CH:18]=[CH:17][CH:16]=1.[Cl:31][C:32]1[CH:37]=[CH:36][CH:35]=[CH:34][C:33]=1[C@@H:38]1[CH2:40][C@H:39]1[CH2:41]O.C1C=CC(P(C2C=CC=CC=2)C2C=CC=CC=2)=CC=1. The catalyst is C1COCC1. The product is [Cl:31][C:32]1[CH:37]=[CH:36][CH:35]=[CH:34][C:33]=1[C@@H:38]1[CH2:40][C@H:39]1[CH2:41][S:30][C:29]1[N:25]([C:15]2[C:24]3[C:19](=[CH:20][CH:21]=[CH:22][CH:23]=3)[CH:18]=[CH:17][CH:16]=2)[N:26]=[N:27][N:28]=1. The yield is 0.560. (6) The reactants are [F:1][C:2]1[CH:8]=[CH:7][C:5]([NH2:6])=[CH:4][CH:3]=1.[N:9]([O-])=O.[Na+].CC([O-])=O.[Na+].[N+:18]([CH2:20][C:21]([O:23][CH2:24][CH3:25])=[O:22])#[C-:19]. The catalyst is Cl.O.CO. The product is [F:1][C:2]1[CH:8]=[CH:7][C:5]([N:6]2[CH:19]=[N:18][C:20]([C:21]([O:23][CH2:24][CH3:25])=[O:22])=[N:9]2)=[CH:4][CH:3]=1. The yield is 0.900. (7) The reactants are [C:1]1([CH2:7][O:8][C:9]2[CH:17]=[CH:16][CH:15]=[CH:14][C:10]=2[C:11]([OH:13])=[O:12])[CH:6]=[CH:5][CH:4]=[CH:3][CH:2]=1.[Br:18][CH2:19][CH2:20][CH2:21]O.Cl.CN(C)CCCN=C=NCC. The catalyst is CN(C)C1C=CN=CC=1.ClCCl. The product is [C:1]1([CH2:7][O:8][C:9]2[CH:17]=[CH:16][CH:15]=[CH:14][C:10]=2[C:11]([O:13][CH2:21][CH2:20][CH2:19][Br:18])=[O:12])[CH:2]=[CH:3][CH:4]=[CH:5][CH:6]=1. The yield is 0.580.